Dataset: Forward reaction prediction with 1.9M reactions from USPTO patents (1976-2016). Task: Predict the product of the given reaction. (1) Given the reactants [CH3:1][C:2]1[CH:22]=[CH:21][CH:20]=[C:19]([CH3:23])[C:3]=1[CH2:4][N:5]1[C:13]2[C:8](=[CH:9][CH:10]=[C:11]([CH2:14][C:15]([OH:17])=[O:16])[CH:12]=2)[C:7]([CH3:18])=[CH:6]1.[OH-].[K+:25], predict the reaction product. The product is: [CH3:1][C:2]1[CH:22]=[CH:21][CH:20]=[C:19]([CH3:23])[C:3]=1[CH2:4][N:5]1[C:13]2[C:8](=[CH:9][CH:10]=[C:11]([CH2:14][C:15]([O-:17])=[O:16])[CH:12]=2)[C:7]([CH3:18])=[CH:6]1.[K+:25]. (2) Given the reactants [CH2:1]([C:5]12[CH2:17][CH2:16][C:15](=[O:18])[C:14]([C:19]3[CH:24]=[CH:23][C:22]([O:25][CH2:26][CH2:27][N:28]4[CH2:33][CH2:32][CH2:31][CH2:30][CH2:29]4)=[CH:21][CH:20]=3)=[C:13]1[C:12]1[C:7](=[CH:8][C:9]([O:34]C)=[CH:10][CH:11]=1)[CH2:6]2)[CH2:2][CH2:3][CH3:4].CCS.[Al+3].[Cl-].[Cl-].[Cl-].Cl.C([O-])(O)=O.[Na+], predict the reaction product. The product is: [CH2:1]([C:5]12[CH2:17][CH2:16][C:15](=[O:18])[C:14]([C:19]3[CH:20]=[CH:21][C:22]([O:25][CH2:26][CH2:27][N:28]4[CH2:29][CH2:30][CH2:31][CH2:32][CH2:33]4)=[CH:23][CH:24]=3)=[C:13]1[C:12]1[C:7](=[CH:8][C:9]([OH:34])=[CH:10][CH:11]=1)[CH2:6]2)[CH2:2][CH2:3][CH3:4]. (3) The product is: [N+:7]([C:10]1[CH:11]=[C:12]([C:16]([F:17])([F:18])[F:19])[CH:13]=[CH:14][C:15]=1[CH2:21][C:22]([O:24][C:25]([CH3:28])([CH3:27])[CH3:26])=[O:23])([O-:9])=[O:8]. Given the reactants [K].CC(C)([O-])C.[N+:7]([C:10]1[CH:11]=[C:12]([C:16]([F:19])([F:18])[F:17])[CH:13]=[CH:14][CH:15]=1)([O-:9])=[O:8].Cl[CH2:21][C:22]([O:24][C:25]([CH3:28])([CH3:27])[CH3:26])=[O:23], predict the reaction product.